Dataset: NCI-60 drug combinations with 297,098 pairs across 59 cell lines. Task: Regression. Given two drug SMILES strings and cell line genomic features, predict the synergy score measuring deviation from expected non-interaction effect. (1) Drug 1: CC1C(C(CC(O1)OC2CC(OC(C2O)C)OC3=CC4=CC5=C(C(=O)C(C(C5)C(C(=O)C(C(C)O)O)OC)OC6CC(C(C(O6)C)O)OC7CC(C(C(O7)C)O)OC8CC(C(C(O8)C)O)(C)O)C(=C4C(=C3C)O)O)O)O. Drug 2: B(C(CC(C)C)NC(=O)C(CC1=CC=CC=C1)NC(=O)C2=NC=CN=C2)(O)O. Cell line: SR. Synergy scores: CSS=76.0, Synergy_ZIP=-0.195, Synergy_Bliss=-0.470, Synergy_Loewe=-1.38, Synergy_HSA=-1.02. (2) Drug 1: CCN(CC)CCNC(=O)C1=C(NC(=C1C)C=C2C3=C(C=CC(=C3)F)NC2=O)C. Drug 2: CN(C(=O)NC(C=O)C(C(C(CO)O)O)O)N=O. Cell line: HOP-92. Synergy scores: CSS=9.25, Synergy_ZIP=-2.63, Synergy_Bliss=2.82, Synergy_Loewe=2.38, Synergy_HSA=2.82.